Dataset: Reaction yield outcomes from USPTO patents with 853,638 reactions. Task: Predict the reaction yield, written as a fraction of the theoretical maximum amount of product (1.0 means a 100% yield; for example, 0.34 means a 34% yield). (1) The reactants are [F:1][C:2]1[CH:7]=[CH:6][C:5]([C:8]2[C:16]3[C:11](=[CH:12][CH:13]=[C:14]([CH:17]([OH:25])[CH2:18][C:19]4[CH:24]=[CH:23][CH:22]=[CH:21][CH:20]=4)[CH:15]=3)[N:10]([CH:26]3[CH2:31][CH2:30][CH2:29][CH2:28][O:27]3)[N:9]=2)=[CH:4][CH:3]=1.[Cr](Cl)([O-])(=O)=O.[NH+]1C=CC=CC=1. The catalyst is ClCCl. The product is [F:1][C:2]1[CH:7]=[CH:6][C:5]([C:8]2[C:16]3[C:11](=[CH:12][CH:13]=[C:14]([C:17](=[O:25])[CH2:18][C:19]4[CH:24]=[CH:23][CH:22]=[CH:21][CH:20]=4)[CH:15]=3)[N:10]([CH:26]3[CH2:31][CH2:30][CH2:29][CH2:28][O:27]3)[N:9]=2)=[CH:4][CH:3]=1. The yield is 0.510. (2) The reactants are Cl[C:2]1[CH:7]=[CH:6][CH:5]=[CH:4][CH:3]=1.[C:8]1(B(O)O)[CH:13]=[CH:12][CH:11]=[CH:10][CH:9]=1.C([O-])([O-])=O.[K+].[K+]. The catalyst is C1COCC1.CCCCCC.O. The product is [C:2]1([C:8]2[CH:13]=[CH:12][CH:11]=[CH:10][CH:9]=2)[CH:7]=[CH:6][CH:5]=[CH:4][CH:3]=1. The yield is 0.530. (3) The reactants are [C:1]([O:5][C:6]([N:8]([CH3:18])[C@@H:9]([C:14]([CH3:17])([CH3:16])[CH3:15])[C:10]([O:12]C)=[O:11])=[O:7])([CH3:4])([CH3:3])[CH3:2].[Li+].[OH-]. The product is [C:1]([O:5][C:6]([N:8]([CH3:18])[C@@H:9]([C:14]([CH3:17])([CH3:16])[CH3:15])[C:10]([OH:12])=[O:11])=[O:7])([CH3:4])([CH3:3])[CH3:2]. The yield is 0.780. The catalyst is C1COCC1.CO.O. (4) The reactants are [NH2:1][C:2]1[C:7]([C:8]([C:10]2[CH:15]=[CH:14][CH:13]=[C:12](Br)[N:11]=2)=[O:9])=[CH:6][C:5]([Br:17])=[CH:4][N:3]=1.[C:18]([N:25]1[CH2:31][CH2:30][CH2:29][NH:28][CH2:27][CH2:26]1)([O:20][C:21]([CH3:24])([CH3:23])[CH3:22])=[O:19].C([O-])([O-])=O.[K+].[K+]. The catalyst is CN(C=O)C. The product is [NH2:1][C:2]1[N:3]=[CH:4][C:5]([Br:17])=[CH:6][C:7]=1[C:8]([C:10]1[N:11]=[C:12]([N:28]2[CH2:29][CH2:30][CH2:31][N:25]([C:18]([O:20][C:21]([CH3:24])([CH3:23])[CH3:22])=[O:19])[CH2:26][CH2:27]2)[CH:13]=[CH:14][CH:15]=1)=[O:9]. The yield is 0.370. (5) The reactants are [F:1][C:2]1[CH:11]=[C:10]2[C:5]([CH2:6][CH2:7][C:8](=[O:13])[N:9]2[CH3:12])=[CH:4][CH:3]=1.C1C(=O)N([Br:21])C(=O)C1.O. The catalyst is CN(C=O)C.CCOC(C)=O. The product is [Br:21][C:3]1[CH:4]=[C:5]2[C:10](=[CH:11][C:2]=1[F:1])[N:9]([CH3:12])[C:8](=[O:13])[CH2:7][CH2:6]2. The yield is 0.780.